This data is from NCI-60 drug combinations with 297,098 pairs across 59 cell lines. The task is: Regression. Given two drug SMILES strings and cell line genomic features, predict the synergy score measuring deviation from expected non-interaction effect. Drug 1: COC1=CC(=CC(=C1O)OC)C2C3C(COC3=O)C(C4=CC5=C(C=C24)OCO5)OC6C(C(C7C(O6)COC(O7)C8=CC=CS8)O)O. Drug 2: C1CNP(=O)(OC1)N(CCCl)CCCl. Cell line: COLO 205. Synergy scores: CSS=50.8, Synergy_ZIP=10.4, Synergy_Bliss=7.64, Synergy_Loewe=-35.6, Synergy_HSA=8.98.